This data is from Catalyst prediction with 721,799 reactions and 888 catalyst types from USPTO. The task is: Predict which catalyst facilitates the given reaction. (1) Reactant: [C:1](Cl)(=O)C(Cl)=O.[Cl:7][C:8]1[CH:13]=[C:12]([C:14]([OH:16])=[O:15])[CH:11]=[C:10]([O:17][CH2:18][C:19]2[CH:24]=[CH:23][CH:22]=[CH:21][CH:20]=2)[N:9]=1. Product: [Cl:7][C:8]1[CH:13]=[C:12]([C:14]([O:16][CH3:1])=[O:15])[CH:11]=[C:10]([O:17][CH2:18][C:19]2[CH:24]=[CH:23][CH:22]=[CH:21][CH:20]=2)[N:9]=1. The catalyst class is: 479. (2) Reactant: C([O:8][N:9]1[C:15](=[O:16])[N:14]2[CH2:17][C@H:10]1[CH2:11][CH2:12][C@H:13]2[C:18]([NH:20][N:21]1[CH2:26][CH2:25][N:24]([C:27]([O:29][C:30]([CH3:33])([CH3:32])[CH3:31])=[O:28])[CH2:23][CH2:22]1)=[O:19])C1C=CC=CC=1.[H][H]. Product: [OH:8][N:9]1[C:15](=[O:16])[N:14]2[CH2:17][C@H:10]1[CH2:11][CH2:12][C@H:13]2[C:18]([NH:20][N:21]1[CH2:26][CH2:25][N:24]([C:27]([O:29][C:30]([CH3:33])([CH3:32])[CH3:31])=[O:28])[CH2:23][CH2:22]1)=[O:19]. The catalyst class is: 19. (3) Reactant: [I-].[CH2:2]([N+:6]1[C:10]([CH3:11])=[C:9]([CH3:12])[S:8][C:7]=1[CH3:13])[CH2:3][CH2:4][CH3:5].[F:14][C:15]([F:30])([F:29])[C:16]1[CH:24]=[CH:23][C:22]([C:25]([F:28])([F:27])[F:26])=[CH:21][C:17]=1[C:18](Cl)=[O:19]. Product: [F:14][C:15]([F:29])([F:30])[C:16]1[CH:24]=[CH:23][C:22]([C:25]([F:26])([F:27])[F:28])=[CH:21][C:17]=1[C:18](=[O:19])/[CH:13]=[C:7]1\[S:8][C:9]([CH3:12])=[C:10]([CH3:11])[N:6]\1[CH2:2][CH2:3][CH2:4][CH3:5]. The catalyst class is: 142. (4) Product: [CH3:2][O:3][C:4](=[O:9])[C@H:5]([CH3:8])[CH2:6][C:11]1[CH:16]=[CH:15][C:14]([F:17])=[CH:13][N:12]=1. Reactant: [Br-].[CH3:2][O:3][C:4](=[O:9])[C@H:5]([CH3:8])[CH2:6][Zn+].Br[C:11]1[CH:16]=[CH:15][C:14]([F:17])=[CH:13][N:12]=1.C1(C)C=CC=CC=1. The catalyst class is: 602.